Dataset: NCI-60 drug combinations with 297,098 pairs across 59 cell lines. Task: Regression. Given two drug SMILES strings and cell line genomic features, predict the synergy score measuring deviation from expected non-interaction effect. Drug 1: CS(=O)(=O)C1=CC(=C(C=C1)C(=O)NC2=CC(=C(C=C2)Cl)C3=CC=CC=N3)Cl. Drug 2: CC(CN1CC(=O)NC(=O)C1)N2CC(=O)NC(=O)C2. Cell line: HOP-92. Synergy scores: CSS=18.3, Synergy_ZIP=-3.54, Synergy_Bliss=-1.06, Synergy_Loewe=-2.67, Synergy_HSA=-0.634.